Task: Predict the reactants needed to synthesize the given product.. Dataset: Full USPTO retrosynthesis dataset with 1.9M reactions from patents (1976-2016) (1) Given the product [Br:1][C:2]1[CH:3]=[C:4]([C:11]([CH3:28])([CH3:29])[CH2:12][C@:13]2([C:14]([F:17])([F:15])[F:16])[CH2:19][O:18]2)[C:5]2[O:9][CH2:8][CH2:7][C:6]=2[CH:10]=1, predict the reactants needed to synthesize it. The reactants are: [Br:1][C:2]1[CH:3]=[C:4]([C:11]([CH3:29])([CH3:28])[CH2:12][C@:13]([CH2:19]SC2C=CC(C)=CC=2)([OH:18])[C:14]([F:17])([F:16])[F:15])[C:5]2[O:9][CH2:8][CH2:7][C:6]=2[CH:10]=1.F[B-](F)(F)F.C[O+](C)C.C(=O)([O-])[O-].[K+].[K+].C(=O)(O)[O-].[Na+]. (2) Given the product [CH3:1][C:2]1[O:6][C:5]([CH2:7][NH:8][C:9]2[CH:18]=[CH:17][C:16]3[C:11](=[CH:12][CH:13]=[CH:14][C:15]=3[NH:19][S:27]([C:24]3[CH:25]=[CH:26][C:21]([F:20])=[CH:22][CH:23]=3)(=[O:29])=[O:28])[N:10]=2)=[CH:4][CH:3]=1, predict the reactants needed to synthesize it. The reactants are: [CH3:1][C:2]1[O:6][C:5]([CH2:7][NH:8][C:9]2[CH:18]=[CH:17][C:16]3[C:15]([NH2:19])=[CH:14][CH:13]=[CH:12][C:11]=3[N:10]=2)=[CH:4][CH:3]=1.[F:20][C:21]1[CH:26]=[CH:25][C:24]([S:27](Cl)(=[O:29])=[O:28])=[CH:23][CH:22]=1.